The task is: Regression. Given two drug SMILES strings and cell line genomic features, predict the synergy score measuring deviation from expected non-interaction effect.. This data is from NCI-60 drug combinations with 297,098 pairs across 59 cell lines. (1) Drug 1: CN(CCCl)CCCl.Cl. Drug 2: CC(C)CN1C=NC2=C1C3=CC=CC=C3N=C2N. Cell line: SNB-19. Synergy scores: CSS=17.2, Synergy_ZIP=0.643, Synergy_Bliss=0.896, Synergy_Loewe=0.719, Synergy_HSA=-0.202. (2) Drug 1: CC1=C(C=C(C=C1)C(=O)NC2=CC(=CC(=C2)C(F)(F)F)N3C=C(N=C3)C)NC4=NC=CC(=N4)C5=CN=CC=C5. Drug 2: CC(C)(C#N)C1=CC(=CC(=C1)CN2C=NC=N2)C(C)(C)C#N. Cell line: SF-268. Synergy scores: CSS=10.3, Synergy_ZIP=-0.0389, Synergy_Bliss=4.23, Synergy_Loewe=3.87, Synergy_HSA=2.75.